Dataset: Forward reaction prediction with 1.9M reactions from USPTO patents (1976-2016). Task: Predict the product of the given reaction. Given the reactants C([O-])(=O)C.[K+].[B:15]1([B:15]2[O:19][C:18]([CH3:21])([CH3:20])[C:17]([CH3:23])([CH3:22])[O:16]2)[O:19][C:18]([CH3:21])([CH3:20])[C:17]([CH3:23])([CH3:22])[O:16]1.Br[C:25]1[CH:38]=[CH:37][C:28]([O:29][CH2:30][CH2:31][N:32]2[CH2:36][CH2:35][CH2:34][CH2:33]2)=[CH:27][CH:26]=1.O, predict the reaction product. The product is: [CH3:21][C:18]1([CH3:20])[C:17]([CH3:22])([CH3:23])[O:16][B:15]([C:25]2[CH:38]=[CH:37][C:28]([O:29][CH2:30][CH2:31][N:32]3[CH2:36][CH2:35][CH2:34][CH2:33]3)=[CH:27][CH:26]=2)[O:19]1.